Task: Regression. Given a peptide amino acid sequence and an MHC pseudo amino acid sequence, predict their binding affinity value. This is MHC class I binding data.. Dataset: Peptide-MHC class I binding affinity with 185,985 pairs from IEDB/IMGT (1) The peptide sequence is TNIRQAGVQY. The MHC is HLA-B35:01 with pseudo-sequence HLA-B35:01. The binding affinity (normalized) is 0.0651. (2) The peptide sequence is TIKYSNDNRY. The MHC is HLA-A33:01 with pseudo-sequence HLA-A33:01. The binding affinity (normalized) is 0. (3) The peptide sequence is QAKWRLQTL. The MHC is HLA-A03:01 with pseudo-sequence HLA-A03:01. The binding affinity (normalized) is 0. (4) The peptide sequence is RYNLPTMCDI. The MHC is HLA-A01:01 with pseudo-sequence HLA-A01:01. The binding affinity (normalized) is 0. (5) The peptide sequence is KVYGRYSAV. The MHC is HLA-B15:03 with pseudo-sequence HLA-B15:03. The binding affinity (normalized) is 0.386. (6) The peptide sequence is TGIAIIAYI. The MHC is HLA-A02:03 with pseudo-sequence HLA-A02:03. The binding affinity (normalized) is 0.0847. (7) The peptide sequence is YMNGTMSQV. The MHC is HLA-C12:03 with pseudo-sequence HLA-C12:03. The binding affinity (normalized) is 0.586. (8) The peptide sequence is FMKVKFEAL. The MHC is HLA-B08:02 with pseudo-sequence HLA-B08:02. The binding affinity (normalized) is 0.572.